From a dataset of Full USPTO retrosynthesis dataset with 1.9M reactions from patents (1976-2016). Predict the reactants needed to synthesize the given product. Given the product [Cl:1][C:2]1[CH:3]=[C:4]([C:13]2[N:18]=[C:17]([NH2:19])[N:16]=[C:15]([NH:20][CH3:21])[CH:14]=2)[CH:5]=[CH:6][C:7]=1[Cl:8], predict the reactants needed to synthesize it. The reactants are: [Cl:1][C:2]1[CH:3]=[C:4](B(O)O)[CH:5]=[CH:6][C:7]=1[Cl:8].Cl[C:13]1[N:18]=[C:17]([NH2:19])[N:16]=[C:15]([NH:20][CH3:21])[CH:14]=1.